The task is: Regression. Given two drug SMILES strings and cell line genomic features, predict the synergy score measuring deviation from expected non-interaction effect.. This data is from NCI-60 drug combinations with 297,098 pairs across 59 cell lines. (1) Drug 1: C#CCC(CC1=CN=C2C(=N1)C(=NC(=N2)N)N)C3=CC=C(C=C3)C(=O)NC(CCC(=O)O)C(=O)O. Drug 2: C(CCl)NC(=O)N(CCCl)N=O. Cell line: OVCAR-4. Synergy scores: CSS=1.23, Synergy_ZIP=3.17, Synergy_Bliss=6.73, Synergy_Loewe=1.26, Synergy_HSA=1.93. (2) Synergy scores: CSS=55.7, Synergy_ZIP=-0.315, Synergy_Bliss=-0.355, Synergy_Loewe=-1.73, Synergy_HSA=-0.166. Drug 2: C1C(C(OC1N2C=NC3=C2NC=NCC3O)CO)O. Drug 1: CN(C(=O)NC(C=O)C(C(C(CO)O)O)O)N=O. Cell line: UACC62. (3) Drug 1: COC1=C(C=C2C(=C1)N=CN=C2NC3=CC(=C(C=C3)F)Cl)OCCCN4CCOCC4. Drug 2: C1C(C(OC1N2C=NC(=NC2=O)N)CO)O. Cell line: NCI-H226. Synergy scores: CSS=17.0, Synergy_ZIP=-3.23, Synergy_Bliss=-0.978, Synergy_Loewe=-4.28, Synergy_HSA=-3.70. (4) Drug 1: CC(C)(C#N)C1=CC(=CC(=C1)CN2C=NC=N2)C(C)(C)C#N. Drug 2: C1C(C(OC1N2C=NC(=NC2=O)N)CO)O. Cell line: T-47D. Synergy scores: CSS=2.43, Synergy_ZIP=-0.692, Synergy_Bliss=0.760, Synergy_Loewe=-1.35, Synergy_HSA=-3.15. (5) Drug 1: C1=C(C(=O)NC(=O)N1)F. Drug 2: C1=NC2=C(N1)C(=S)N=CN2. Cell line: SF-539. Synergy scores: CSS=56.0, Synergy_ZIP=-11.8, Synergy_Bliss=-22.4, Synergy_Loewe=-19.5, Synergy_HSA=-16.2. (6) Drug 1: CN(CC1=CN=C2C(=N1)C(=NC(=N2)N)N)C3=CC=C(C=C3)C(=O)NC(CCC(=O)O)C(=O)O. Drug 2: CC1CCCC2(C(O2)CC(NC(=O)CC(C(C(=O)C(C1O)C)(C)C)O)C(=CC3=CSC(=N3)C)C)C. Cell line: MCF7. Synergy scores: CSS=18.8, Synergy_ZIP=-8.47, Synergy_Bliss=-9.54, Synergy_Loewe=-7.96, Synergy_HSA=-4.15. (7) Drug 1: CCCCC(=O)OCC(=O)C1(CC(C2=C(C1)C(=C3C(=C2O)C(=O)C4=C(C3=O)C=CC=C4OC)O)OC5CC(C(C(O5)C)O)NC(=O)C(F)(F)F)O. Drug 2: CN(C(=O)NC(C=O)C(C(C(CO)O)O)O)N=O. Cell line: M14. Synergy scores: CSS=71.0, Synergy_ZIP=-0.900, Synergy_Bliss=-2.49, Synergy_Loewe=-35.5, Synergy_HSA=-1.96.